From a dataset of Catalyst prediction with 721,799 reactions and 888 catalyst types from USPTO. Predict which catalyst facilitates the given reaction. (1) Reactant: [CH3:1][O:2][C:3]([C:5]1([C:8]2[CH:13]=[CH:12][C:11]([O:14]C)=[C:10]([N+:16]([O-:18])=[O:17])[CH:9]=2)[CH2:7][CH2:6]1)=[O:4].B(Br)(Br)Br.O. Product: [CH3:1][O:2][C:3]([C:5]1([C:8]2[CH:13]=[CH:12][C:11]([OH:14])=[C:10]([N+:16]([O-:18])=[O:17])[CH:9]=2)[CH2:6][CH2:7]1)=[O:4]. The catalyst class is: 2. (2) Reactant: [NH2:1][C:2]1[N:3]=[C:4](S(C)(=O)=O)[S:5][C:6]=1[C:7]#[N:8].[C:13]([NH:20][CH2:21][CH2:22][NH2:23])([O:15][C:16]([CH3:19])([CH3:18])[CH3:17])=[O:14].CCN(C(C)C)C(C)C.O. Product: [NH2:1][C:2]1[N:3]=[C:4]([NH:23][CH2:22][CH2:21][NH:20][C:13](=[O:14])[O:15][C:16]([CH3:18])([CH3:17])[CH3:19])[S:5][C:6]=1[C:7]#[N:8]. The catalyst class is: 148. (3) Reactant: [CH:1]([O:4][C:5]1[CH:31]=[CH:30][C:8]([CH2:9][O:10][C:11]2[CH:12]=[C:13]3[C:17](=[CH:18][CH:19]=2)[N:16]2[CH2:20][CH2:21][CH2:22][CH:23]([CH2:24][C:25]([O:27]CC)=[O:26])[C:15]2=[CH:14]3)=[CH:7][C:6]=1[C:32]([F:35])([F:34])[F:33])([CH3:3])[CH3:2].[Li+].[OH-].C(O)(=O)CC(CC(O)=O)(C(O)=O)O.C(Cl)Cl. Product: [CH:1]([O:4][C:5]1[CH:31]=[CH:30][C:8]([CH2:9][O:10][C:11]2[CH:12]=[C:13]3[C:17](=[CH:18][CH:19]=2)[N:16]2[CH2:20][CH2:21][CH2:22][CH:23]([CH2:24][C:25]([OH:27])=[O:26])[C:15]2=[CH:14]3)=[CH:7][C:6]=1[C:32]([F:35])([F:33])[F:34])([CH3:3])[CH3:2]. The catalyst class is: 225. (4) Reactant: N[C:2]1[CH:9]=[C:8]([C:10]([F:13])([F:12])[F:11])[C:7]([O:14][CH2:15][CH3:16])=[CH:6][C:3]=1[C:4]#[N:5].N(OCCC(C)C)=O. Product: [CH2:15]([O:14][C:7]1[CH:6]=[C:3]([CH:2]=[CH:9][C:8]=1[C:10]([F:11])([F:12])[F:13])[C:4]#[N:5])[CH3:16]. The catalyst class is: 554. (5) Reactant: C([O:3][C:4]([C:6]1[N:11]=[C:10]([O:12][C:13]2[CH:22]=[CH:21][C:20]3[C:15](=[CH:16][CH:17]=[CH:18][C:19]=3[C:23](=[O:36])[NH:24][C:25]3[CH:30]=[CH:29][C:28]([F:31])=[C:27]([C:32]([F:35])([F:34])[F:33])[CH:26]=3)[CH:14]=2)[CH:9]=[CH:8][N:7]=1)=O)C.[BH4-].[Na+]. Product: [F:31][C:28]1[CH:29]=[CH:30][C:25]([NH:24][C:23]([C:19]2[C:20]3[C:15](=[CH:14][C:13]([O:12][C:10]4[CH:9]=[CH:8][N:7]=[C:6]([CH2:4][OH:3])[N:11]=4)=[CH:22][CH:21]=3)[CH:16]=[CH:17][CH:18]=2)=[O:36])=[CH:26][C:27]=1[C:32]([F:34])([F:33])[F:35]. The catalyst class is: 107.